Dataset: Catalyst prediction with 721,799 reactions and 888 catalyst types from USPTO. Task: Predict which catalyst facilitates the given reaction. (1) Reactant: [Br:1][C:2]1[CH:7]=[C:6]([Cl:8])[C:5]([S:9](Cl)(=[O:11])=[O:10])=[C:4]([Cl:13])[CH:3]=1.[NH2:14][C:15]1[C:16]([CH2:22][CH:23]([CH3:25])[CH3:24])=[N:17][N:18]([CH3:21])[C:19]=1[CH3:20]. Product: [Br:1][C:2]1[CH:7]=[C:6]([Cl:8])[C:5]([S:9]([NH:14][C:15]2[C:16]([CH2:22][CH:23]([CH3:25])[CH3:24])=[N:17][N:18]([CH3:21])[C:19]=2[CH3:20])(=[O:11])=[O:10])=[C:4]([Cl:13])[CH:3]=1. The catalyst class is: 17. (2) Reactant: [C:1]([O:5][C:6]([N:8]1[CH2:13][CH2:12][N:11]([C:14]2[CH:22]=[CH:21][CH:20]=[C:19]3[C:15]=2[CH:16]=[CH:17][N:18]3[Si:23]([CH:30]([CH3:32])[CH3:31])([CH:27]([CH3:29])[CH3:28])[CH:24]([CH3:26])[CH3:25])[CH2:10][CH2:9]1)=[O:7])([CH3:4])([CH3:3])[CH3:2].[CH3:33][N+:34]([CH3:36])=[CH2:35].[I-].C(Cl)Cl. Product: [C:1]([O:5][C:6]([N:8]1[CH2:9][CH2:10][N:11]([C:14]2[CH:22]=[CH:21][CH:20]=[C:19]3[C:15]=2[C:16]([CH2:33][N:34]([CH3:36])[CH3:35])=[CH:17][N:18]3[Si:23]([CH:24]([CH3:25])[CH3:26])([CH:27]([CH3:29])[CH3:28])[CH:30]([CH3:32])[CH3:31])[CH2:12][CH2:13]1)=[O:7])([CH3:3])([CH3:4])[CH3:2]. The catalyst class is: 10. (3) Reactant: [CH2:1]([O:8][C:9]([N:11]1[CH2:16][CH2:15][N:14]([C:17]2[CH:22]=[CH:21][CH:20]=[CH:19][C:18]=2[N+:23]([O-])=O)[CH:13]([C:26]([OH:28])=O)[CH2:12]1)=[O:10])[C:2]1[CH:7]=[CH:6][CH:5]=[CH:4][CH:3]=1.Cl. Product: [O:28]=[C:26]1[NH:23][C:18]2[C:17](=[CH:22][CH:21]=[CH:20][CH:19]=2)[N:14]2[CH2:15][CH2:16][N:11]([C:9]([O:8][CH2:1][C:2]3[CH:3]=[CH:4][CH:5]=[CH:6][CH:7]=3)=[O:10])[CH2:12][CH:13]12. The catalyst class is: 180. (4) Reactant: [O:1]1[C:5]2[CH:6]=[CH:7][CH:8]=[CH:9][C:4]=2[C:3]([C:10]2[C:11]([O:26]C)=[CH:12][C:13]([O:24]C)=[C:14]([CH2:16][NH:17][C:18]3[CH:23]=[CH:22][CH:21]=[CH:20][CH:19]=3)[CH:15]=2)=[N:2]1.B(Br)(Br)Br. The catalyst class is: 4. Product: [O:1]1[C:5]2[CH:6]=[CH:7][CH:8]=[CH:9][C:4]=2[C:3]([C:10]2[CH:15]=[C:14]([CH2:16][NH:17][C:18]3[CH:19]=[CH:20][CH:21]=[CH:22][CH:23]=3)[C:13]([OH:24])=[CH:12][C:11]=2[OH:26])=[N:2]1. (5) Reactant: [C:1]([C:3]([C:6]1[CH:7]=[C:8]([CH:42]=[CH:43][CH:44]=1)[C:9]([NH:11][C:12]1[CH:17]=[CH:16][C:15]([CH3:18])=[C:14]([NH:19][C:20]([C:22]2[N:27]=[C:26]([N:28]3[CH2:33][CH2:32][N:31](C(OC(C)(C)C)=O)[CH2:30][CH2:29]3)[N:25]=[C:24]([CH3:41])[CH:23]=2)=[O:21])[CH:13]=1)=[O:10])([CH3:5])[CH3:4])#[N:2]. Product: [C:1]([C:3]([C:6]1[CH:7]=[C:8]([CH:42]=[CH:43][CH:44]=1)[C:9]([NH:11][C:12]1[CH:17]=[CH:16][C:15]([CH3:18])=[C:14]([NH:19][C:20]([C:22]2[CH:23]=[C:24]([CH3:41])[N:25]=[C:26]([N:28]3[CH2:33][CH2:32][NH:31][CH2:30][CH2:29]3)[N:27]=2)=[O:21])[CH:13]=1)=[O:10])([CH3:4])[CH3:5])#[N:2]. The catalyst class is: 89. (6) Reactant: CCN(C(C)C)C(C)C.[C:10]([C:12]1[CH:20]=[CH:19][C:15]([C:16]([OH:18])=O)=[CH:14][CH:13]=1)#[N:11].CN(C(ON1N=NC2C=CC=CC1=2)=[N+](C)C)C.[B-](F)(F)(F)F.[CH:43]1([C@H:47]([NH:54][CH3:55])[CH2:48][N:49]2[CH2:52][CH:51]([OH:53])[CH2:50]2)[CH2:46][CH2:45][CH2:44]1. Product: [C:10]([C:12]1[CH:13]=[CH:14][C:15]([C:16]([N:54]([C@@H:47]([CH:43]2[CH2:46][CH2:45][CH2:44]2)[CH2:48][N:49]2[CH2:50][CH:51]([OH:53])[CH2:52]2)[CH3:55])=[O:18])=[CH:19][CH:20]=1)#[N:11]. The catalyst class is: 2. (7) Reactant: [C:1]([NH:4][C@@H:5]([C:10]([OH:12])=[O:11])[CH2:6][CH:7]([CH3:9])[CH3:8])(=[O:3])[CH3:2].[CH3:13][CH:14]1[CH2:19][CH2:18][NH:17][CH2:16][CH:15]1[C:20]([O:22][CH3:23])=[O:21]. Product: [C:1]([NH:4][C@@H:5]([C:10]([OH:12])=[O:11])[CH2:6][CH:7]([CH3:8])[CH3:9])(=[O:3])[CH3:2].[CH3:13][C@H:14]1[CH2:19][CH2:18][NH:17][CH2:16][C@@H:15]1[C:20]([O:22][CH3:23])=[O:21]. The catalyst class is: 351.